From a dataset of M1 muscarinic receptor antagonist screen with 61,756 compounds. Binary Classification. Given a drug SMILES string, predict its activity (active/inactive) in a high-throughput screening assay against a specified biological target. (1) The drug is o1c(c2nc3n(c2Nc2ccccc2)ccnc3)ccc1C. The result is 0 (inactive). (2) The drug is S(c1n(CC)c(nn1)c1sccc1)C\C=C\c1ccccc1. The result is 0 (inactive). (3) The compound is Clc1c(ccc(NC(=O)CS(=O)CC(=O)NC(CCc2occc2)C)c1)C. The result is 0 (inactive). (4) The molecule is O=C(NC1CCCCCC1)c1c2c(c(=O)n(c1)C)cc(OC)c(OC)c2. The result is 0 (inactive). (5) The compound is o1nc(cc1CC(C)C)C(=O)NCc1occc1. The result is 0 (inactive).